This data is from Serine/threonine kinase 33 screen with 319,792 compounds. The task is: Binary Classification. Given a drug SMILES string, predict its activity (active/inactive) in a high-throughput screening assay against a specified biological target. The drug is O=C1C(/CCC\C1=C/c1c(nn(c1)C)C)=C/c1c(nn(c1)C)C. The result is 0 (inactive).